This data is from Experimentally validated miRNA-target interactions with 360,000+ pairs, plus equal number of negative samples. The task is: Binary Classification. Given a miRNA mature sequence and a target amino acid sequence, predict their likelihood of interaction. The miRNA is hsa-miR-8056 with sequence CGUGGAUUGUCUGGAUGCAU. The protein sequence of the target gene is MEPSSPQDEGLRKKQPKKPVPEILPRPPRALFCLTLENPLRKACISIVEWKPFETIILLTIFANCVALAVYLPMPEDDNNSLNLGLEKLEYFFLIVFSIEAAMKIIAYGFLFHQDAYLRSGWNVLDFTIVFLGVFTVILEQVNVIQSHTAPMSSKGAGLDVKALRAFRVLRPLRLVSGVPSLQVVLNSIFKAMLPLFHIALLVLFMVIIYAIIGLELFKGKMHKTCYFIGTDIVATVENEEPSPCARTGSGRRCTINGSECRGGWPGPNHGITHFDNFGFSMLTVYQCITMEGWTDVLYW.... Result: 0 (no interaction).